This data is from Reaction yield outcomes from USPTO patents with 853,638 reactions. The task is: Predict the reaction yield, written as a fraction of the theoretical maximum amount of product (1.0 means a 100% yield; for example, 0.34 means a 34% yield). The reactants are [Cl:1][C:2]1[CH:7]=[C:6]([Cl:8])[CH:5]=[CH:4][C:3]=1[C:9]1[N:10]=[C:11](/[CH:18]=[CH:19]/[C:20]2[CH:25]=[CH:24][C:23]([C:26]3[CH:31]=[CH:30][C:29]([O:32][CH3:33])=[CH:28][CH:27]=3)=[CH:22][CH:21]=2)[N:12]([CH2:14][C:15]([OH:17])=O)[CH:13]=1.[CH3:34][C:35]([CH3:40])([CH3:39])[CH2:36][CH2:37][NH2:38]. No catalyst specified. The product is [Cl:1][C:2]1[CH:7]=[C:6]([Cl:8])[CH:5]=[CH:4][C:3]=1[C:9]1[N:10]=[C:11](/[CH:18]=[CH:19]/[C:20]2[CH:21]=[CH:22][C:23]([C:26]3[CH:31]=[CH:30][C:29]([O:32][CH3:33])=[CH:28][CH:27]=3)=[CH:24][CH:25]=2)[N:12]([CH2:14][C:15]([NH:38][CH2:37][CH2:36][C:35]([CH3:40])([CH3:39])[CH3:34])=[O:17])[CH:13]=1. The yield is 0.820.